From a dataset of Forward reaction prediction with 1.9M reactions from USPTO patents (1976-2016). Predict the product of the given reaction. (1) Given the reactants Br[CH2:2][CH2:3][CH2:4][CH2:5][O:6][CH:7]1[CH2:11][CH2:10][CH2:9][CH2:8]1.CCN(C(C)C)C(C)C.[CH3:21][C:22]1[S:23][C:24]2[CH:30]=[CH:29][C:28]([O:31][CH2:32][CH:33]([OH:41])[CH2:34][N:35]3[CH2:40][CH2:39][NH:38][CH2:37][CH2:36]3)=[CH:27][C:25]=2[N:26]=1, predict the reaction product. The product is: [CH:7]1([O:6][CH2:5][CH2:4][CH2:3][CH2:2][N:38]2[CH2:39][CH2:40][N:35]([CH2:34][C@@H:33]([OH:41])[CH2:32][O:31][C:28]3[CH:29]=[CH:30][C:24]4[S:23][C:22]([CH3:21])=[N:26][C:25]=4[CH:27]=3)[CH2:36][CH2:37]2)[CH2:11][CH2:10][CH2:9][CH2:8]1. (2) Given the reactants ClCCl.[NH:4]1[C:14]2[C:9](=[CH:10][CH:11]=[CH:12][CH:13]=2)[C:7](=[O:8])[C:5]1=[O:6].[S:15]1[CH:19]=[CH:18][C:17](B(O)O)=[CH:16]1.C(N(CC)CC)C, predict the reaction product. The product is: [S:15]1[CH:19]=[CH:18][C:17]([N:4]2[C:14]3[C:9](=[CH:10][CH:11]=[CH:12][CH:13]=3)[C:7](=[O:8])[C:5]2=[O:6])=[CH:16]1. (3) The product is: [CH3:12][O:11][C:9]1[CH:8]=[C:7]([C:13]([C@@H:15]2[C@:24]3([CH3:25])[C@H:19]([C:20]([CH3:26])([CH3:27])[CH2:21][CH2:22][CH2:23]3)[CH2:18][C@H:17]([CH2:28][OH:29])[C@H:16]2[CH3:30])=[O:14])[CH:6]=[C:5]([O:4][CH3:3])[CH:10]=1. Given the reactants [BH4-].[Na+].[CH3:3][O:4][C:5]1[CH:6]=[C:7]([C:13]([C@@H:15]2[C@:24]3([CH3:25])[C@H:19]([C:20]([CH3:27])([CH3:26])[CH2:21][CH2:22][CH2:23]3)[CH2:18][CH:17]([CH:28]=[O:29])[C@H:16]2[CH3:30])=[O:14])[CH:8]=[C:9]([O:11][CH3:12])[CH:10]=1, predict the reaction product.